From a dataset of Full USPTO retrosynthesis dataset with 1.9M reactions from patents (1976-2016). Predict the reactants needed to synthesize the given product. (1) Given the product [Cl:60][C:61]1[CH:62]=[C:63]([NH:68][CH:17]2[CH2:18][CH2:19][CH2:20][N:15]([CH:13]3[CH2:12][O:11][CH2:10][CH2:9][N:8]([C:6]([O:5][C:1]([CH3:4])([CH3:2])[CH3:3])=[O:7])[CH2:14]3)[C:16]2=[O:21])[CH:64]=[C:65]([F:67])[CH:66]=1, predict the reactants needed to synthesize it. The reactants are: [C:1]([O:5][C:6]([N:8]1[CH2:14][CH:13]([N:15]2[CH2:20][CH2:19][CH2:18][CH2:17][C:16]2=[O:21])[CH2:12][O:11][CH2:10][CH2:9]1)=[O:7])([CH3:4])([CH3:3])[CH3:2].[Li+].CC([N-]C(C)C)C.CCCCCCC.C1COCC1.C(C1C=CC=CC=1)C.C1(S(Cl)(=O)=O)C=CC=CC=1.[Cl:60][C:61]1[CH:62]=[C:63]([NH2:68])[CH:64]=[C:65]([F:67])[CH:66]=1.[H-].[Na+]. (2) Given the product [C:1]([O:5][C:6]([N:8]1[CH2:16][CH2:15][NH:14][C@@H:10]([CH2:11][O:12][C:19]2[CH:24]=[CH:23][CH:22]=[CH:21][CH:20]=2)[CH2:9]1)=[O:7])([CH3:4])([CH3:3])[CH3:2], predict the reactants needed to synthesize it. The reactants are: [C:1]([O:5][C:6]([N:8]1[CH2:16][CH2:15][N:14]2[C@@H:10]([CH2:11][O:12]S2(=O)=O)[CH2:9]1)=[O:7])([CH3:4])([CH3:3])[CH3:2].[C:19]1([O-])[CH:24]=[CH:23][CH:22]=[CH:21][CH:20]=1.[Na+].Cl. (3) Given the product [CH2:26]([N:25]([CH3:24])[C:19](=[O:21])[CH2:18][C:15]1[CH:16]=[CH:17][C:12]([N:5]2[C:6]3[CH2:7][CH2:8][CH2:9][CH2:10][C:11]=3[C:3]([C:2]([F:22])([F:23])[F:1])=[N:4]2)=[CH:13][CH:14]=1)[CH2:27][CH2:28][CH3:29], predict the reactants needed to synthesize it. The reactants are: [F:1][C:2]([F:23])([F:22])[C:3]1[C:11]2[CH2:10][CH2:9][CH2:8][CH2:7][C:6]=2[N:5]([C:12]2[CH:17]=[CH:16][C:15]([CH2:18][C:19]([OH:21])=O)=[CH:14][CH:13]=2)[N:4]=1.[CH3:24][NH:25][CH2:26][CH2:27][CH2:28][CH3:29]. (4) Given the product [NH2:12][C:8]1[CH:7]=[C:6]2[C:11]([C:2]([OH:28])=[CH:3][CH:4]=[N:5]2)=[N:10][CH:9]=1, predict the reactants needed to synthesize it. The reactants are: Cl[C:2]1[CH:3]=[CH:4][N:5]=[C:6]2[C:11]=1[N:10]=[CH:9][C:8]([N:12]=C(C1C=CC=CC=1)C1C=CC=CC=1)=[CH:7]2.Cl.C(=O)(O)[O-:28].[Na+]. (5) Given the product [F:1][C:2]1[CH:3]=[CH:4][C:5]([O:19][CH3:20])=[C:6]([C:8]([CH3:18])([CH3:17])[CH2:9][C:10]([OH:11])([C:13]([F:16])([F:15])[F:14])[CH2:12][N:24]2[C:25]3[C:30](=[CH:29][CH:28]=[CH:27][CH:26]=3)[NH:21][C:22](=[O:31])[CH2:23]2)[CH:7]=1, predict the reactants needed to synthesize it. The reactants are: [F:1][C:2]1[CH:3]=[CH:4][C:5]([O:19][CH3:20])=[C:6]([C:8]([CH3:18])([CH3:17])[CH2:9][C:10]2([C:13]([F:16])([F:15])[F:14])[CH2:12][O:11]2)[CH:7]=1.[NH:21]1[C:30]2[C:25](=[CH:26][CH:27]=[CH:28][CH:29]=2)[NH:24][CH2:23][C:22]1=[O:31].O. (6) Given the product [C:1]([O:5][C:6]([N:8]1[CH2:9][CH2:10][C:11]([NH2:16])([CH2:14][NH:15][C:23](=[O:24])[C:22]2[CH:26]=[CH:27][C:28]([F:30])=[CH:29][C:21]=2[F:20])[CH2:12][CH2:13]1)=[O:7])([CH3:4])([CH3:2])[CH3:3], predict the reactants needed to synthesize it. The reactants are: [C:1]([O:5][C:6]([N:8]1[CH2:13][CH2:12][C:11]([NH2:16])([CH2:14][NH2:15])[CH2:10][CH2:9]1)=[O:7])([CH3:4])([CH3:3])[CH3:2].C(Cl)Cl.[F:20][C:21]1[CH:29]=[C:28]([F:30])[CH:27]=[CH:26][C:22]=1[C:23](Cl)=[O:24]. (7) Given the product [CH:9](=[N:8]/[CH2:7][CH:4]1[CH2:5][CH2:6][NH:1][CH2:2][CH2:3]1)\[C:10]1[CH:15]=[CH:14][CH:13]=[CH:12][CH:11]=1, predict the reactants needed to synthesize it. The reactants are: [NH:1]1[CH2:6][CH2:5][CH:4]([CH2:7][NH2:8])[CH2:3][CH2:2]1.[CH:9](=O)[C:10]1[CH:15]=[CH:14][CH:13]=[CH:12][CH:11]=1.